The task is: Predict the product of the given reaction.. This data is from Forward reaction prediction with 1.9M reactions from USPTO patents (1976-2016). (1) Given the reactants [CH2:1]([O:5][C:6]1[C:11]2[C:12]([O:15][CH2:16][CH:17]3[CH2:22][CH2:21][NH:20][CH2:19][CH2:18]3)=[N:13][O:14][C:10]=2[CH:9]=[CH:8][CH:7]=1)[CH:2]([CH3:4])[CH3:3].[CH3:23][C:24]([CH3:31])([CH:29]=O)[C:25]([O:27][CH3:28])=[O:26].C(C1(C(OC)=O)CCC1)=O, predict the reaction product. The product is: [CH2:1]([O:5][C:6]1[C:11]2[C:12]([O:15][CH2:16][CH:17]3[CH2:22][CH2:21][N:20]([CH2:23][C:24]([CH3:31])([CH3:29])[C:25]([O:27][CH3:28])=[O:26])[CH2:19][CH2:18]3)=[N:13][O:14][C:10]=2[CH:9]=[CH:8][CH:7]=1)[CH:2]([CH3:4])[CH3:3]. (2) Given the reactants [F:1][C:2]([F:7])([F:6])[C:3]([OH:5])=[O:4].[CH2:8]([S:10]([N:13]1[CH2:18][CH2:17][CH:16]([C:19]2[C:27]3[C:22](=[C:23]([C:39]([NH2:41])=[O:40])[CH:24]=[C:25]([C:28]4S[C:30]([CH:33]5[CH2:38][NH:37][CH2:36][CH2:35][NH:34]5)=[CH:31][CH:32]=4)[CH:26]=3)[NH:21][CH:20]=2)[CH2:15][CH2:14]1)(=[O:12])=[O:11])[CH3:9].Br[C:43]1SC(C2CNCCN2)=C[CH:44]=1, predict the reaction product. The product is: [F:1][C:2]([F:7])([F:6])[C:3]([OH:5])=[O:4].[CH2:8]([S:10]([N:13]1[CH2:14][CH2:15][CH:16]([C:19]2[C:27]3[C:22](=[C:23]([C:39]([NH2:41])=[O:40])[CH:24]=[C:25]([C:28]4[CH:32]=[CH:31][C:30]([CH:33]5[CH2:38][NH:37][CH2:36][CH2:35][NH:34]5)=[CH:44][CH:43]=4)[CH:26]=3)[NH:21][CH:20]=2)[CH2:17][CH2:18]1)(=[O:11])=[O:12])[CH3:9]. (3) Given the reactants [NH:1]1[C:9]2[C:4](=[CH:5][CH:6]=[CH:7][CH:8]=2)[C:3]([C:10]2[CH2:15][CH2:14][N:13]([C:16]3[CH2:17][CH2:18][C:19]4[N:20]([C:22]([C:25]([F:28])([F:27])[F:26])=[N:23][N:24]=4)[N:21]=3)[CH2:12][CH:11]=2)=[CH:2]1.C([O-])=O.[NH4+], predict the reaction product. The product is: [NH:1]1[C:9]2[C:4](=[CH:5][CH:6]=[CH:7][CH:8]=2)[C:3]([CH:10]2[CH2:11][CH2:12][N:13]([C:16]3[CH2:17][CH2:18][C:19]4[N:20]([C:22]([C:25]([F:28])([F:27])[F:26])=[N:23][N:24]=4)[N:21]=3)[CH2:14][CH2:15]2)=[CH:2]1. (4) Given the reactants [O:1]1[C:6]2[CH:7]=[CH:8][C:9]([S:11]([N:14]([CH2:19][C@H:20]3[O:24]C(C)(C)[N:22]([C:27]([O:29][C@@H:30]4[C@H:37]5[C@H:33]([O:34][CH2:35][CH2:36]5)[O:32][CH2:31]4)=[O:28])[C@H:21]3[CH2:38][C:39]3[CH:44]=[CH:43][C:42]([O:45][CH2:46][C:47]4[CH:52]=[CH:51][CH:50]=[CH:49][N:48]=4)=[CH:41][CH:40]=3)[CH2:15][CH:16]([CH3:18])[CH3:17])(=[O:13])=[O:12])=[CH:10][C:5]=2[O:4][CH2:3][CH2:2]1.[OH-].[Na+], predict the reaction product. The product is: [O:1]1[C:6]2[CH:7]=[CH:8][C:9]([S:11]([N:14]([CH2:15][CH:16]([CH3:18])[CH3:17])[CH2:19][C@@H:20]([OH:24])[C@@H:21]([NH:22][C:27](=[O:28])[O:29][C@@H:30]3[C@H:37]4[C@H:33]([O:34][CH2:35][CH2:36]4)[O:32][CH2:31]3)[CH2:38][C:39]3[CH:40]=[CH:41][C:42]([O:45][CH2:46][C:47]4[CH:52]=[CH:51][CH:50]=[CH:49][N:48]=4)=[CH:43][CH:44]=3)(=[O:13])=[O:12])=[CH:10][C:5]=2[O:4][CH2:3][CH2:2]1. (5) Given the reactants [CH3:1][CH:2]1[N:7]([CH3:8])[CH:6]([CH3:9])[CH2:5][N:4](C(OC(C)(C)C)=O)[CH2:3]1.C(O)(C(F)(F)F)=O, predict the reaction product. The product is: [CH3:8][N:7]1[CH:2]([CH3:1])[CH2:3][NH:4][CH2:5][CH:6]1[CH3:9]. (6) Given the reactants Br[C:2]1[CH:3]=[C:4]2[C:12](=[CH:13][CH:14]=1)[C:11]1[S:10][C:9]([C:15]3[O:19][N:18]=[C:17]([C:20]4[CH:25]=[CH:24][CH:23]=[CH:22][CH:21]=4)[C:16]=3[C:26]([F:29])([F:28])[F:27])=[N:8][C:7]=1[CH2:6][CH2:5]2.[CH2:30]([Sn](CCCC)(CCCC)C=C)[CH2:31]CC, predict the reaction product. The product is: [C:20]1([C:17]2[C:16]([C:26]([F:27])([F:28])[F:29])=[C:15]([C:9]3[S:10][C:11]4[C:12]5[C:4](=[CH:3][C:2]([CH:30]=[CH2:31])=[CH:14][CH:13]=5)[CH2:5][CH2:6][C:7]=4[N:8]=3)[O:19][N:18]=2)[CH:25]=[CH:24][CH:23]=[CH:22][CH:21]=1. (7) Given the reactants [CH2:1]([S:3][C:4]1[N:9]=[C:8]([C:10]2[S:11][C:12]3[CH:20]=[CH:19][CH:18]=[CH:17][C:13]=3[C:14](=[O:16])[N:15]=2)[CH:7]=[CH:6][CH:5]=1)[CH3:2].ClC1C=CC=C(C(OO)=[O:29])C=1, predict the reaction product. The product is: [CH2:1]([S:3]([C:4]1[N:9]=[C:8]([C:10]2[S:11][C:12]3[CH:20]=[CH:19][CH:18]=[CH:17][C:13]=3[C:14](=[O:16])[N:15]=2)[CH:7]=[CH:6][CH:5]=1)=[O:29])[CH3:2].